This data is from Full USPTO retrosynthesis dataset with 1.9M reactions from patents (1976-2016). The task is: Predict the reactants needed to synthesize the given product. (1) Given the product [Cl:1][C:2]1[CH:7]=[CH:6][C:5]([C:8]2[S:31][C:11]3[C:12](=[O:30])[N:13]([C:16]4[CH:21]=[CH:20][C:19]([N:22]5[CH2:26][CH2:25][C@@H:24]([O:27][S:33]([CH3:32])(=[O:35])=[O:34])[CH2:23]5)=[C:18]([O:28][CH3:29])[CH:17]=4)[CH:14]=[CH:15][C:10]=3[CH:9]=2)=[CH:4][CH:3]=1, predict the reactants needed to synthesize it. The reactants are: [Cl:1][C:2]1[CH:7]=[CH:6][C:5]([C:8]2[S:31][C:11]3[C:12](=[O:30])[N:13]([C:16]4[CH:21]=[CH:20][C:19]([N:22]5[CH2:26][CH2:25][C@@H:24]([OH:27])[CH2:23]5)=[C:18]([O:28][CH3:29])[CH:17]=4)[CH:14]=[CH:15][C:10]=3[CH:9]=2)=[CH:4][CH:3]=1.[CH3:32][S:33](Cl)(=[O:35])=[O:34].CCN(CC)CC. (2) The reactants are: [NH2:1][C:2]1[N:7]=[C:6]([C:8]2[N:12]3[CH:13]=[C:14]([C:17]([OH:19])=O)[CH:15]=[CH:16][C:11]3=[N:10][C:9]=2[C:20]2[CH:25]=[CH:24][CH:23]=[C:22]([CH3:26])[N:21]=2)[CH:5]=[CH:4][N:3]=1.CN(C(ON1N=NC2C=CC=NC1=2)=[N+](C)C)C.F[P-](F)(F)(F)(F)F.CCN(C(C)C)C(C)C.[S:60]1[CH:64]=[CH:63][CH:62]=[C:61]1[CH2:65][CH2:66][NH2:67]. Given the product [S:60]1[CH:64]=[CH:63][CH:62]=[C:61]1[CH2:65][CH2:66][NH:67][C:17]([C:14]1[CH:15]=[CH:16][C:11]2[N:12]([C:8]([C:6]3[CH:5]=[CH:4][N:3]=[C:2]([NH2:1])[N:7]=3)=[C:9]([C:20]3[CH:25]=[CH:24][CH:23]=[C:22]([CH3:26])[N:21]=3)[N:10]=2)[CH:13]=1)=[O:19], predict the reactants needed to synthesize it. (3) Given the product [CH2:1]([C:3]1[CH:8]=[C:7]([C:9]2[CH:14]=[N:13][CH:12]=[C:11]([CH3:15])[N:10]=2)[CH:6]=[CH:5][C:4]=1[C:16]1[C:17](=[O:19])[NH:21][C:22]2[N:23]=[C:24]([S:30][CH3:31])[N:25]=[CH:26][C:27]=2[CH:28]=1)[CH3:2], predict the reactants needed to synthesize it. The reactants are: [CH2:1]([C:3]1[CH:8]=[C:7]([C:9]2[CH:14]=[N:13][CH:12]=[C:11]([CH3:15])[N:10]=2)[CH:6]=[CH:5][C:4]=1[CH2:16][C:17]([O:19]C)=O)[CH3:2].[NH2:21][C:22]1[C:27]([CH:28]=O)=[CH:26][N:25]=[C:24]([S:30][CH3:31])[N:23]=1. (4) Given the product [NH2:14][C:9]1[C:10]([NH:12][CH3:13])=[CH:11][C:3]([O:2][CH3:1])=[C:4]([CH:8]=1)[C:5]([OH:7])=[O:6], predict the reactants needed to synthesize it. The reactants are: [CH3:1][O:2][C:3]1[CH:11]=[C:10]([NH:12][CH3:13])[C:9]([N+:14]([O-])=O)=[CH:8][C:4]=1[C:5]([OH:7])=[O:6].